From a dataset of Forward reaction prediction with 1.9M reactions from USPTO patents (1976-2016). Predict the product of the given reaction. (1) Given the reactants [C:1]1([C:7]2([CH2:20][O:21][CH:22]([C:24]3[C:32]4[C:28](=[CH:29][N:30](COCC[Si](C)(C)C)[N:31]=4)[CH:27]=[C:26]([C:41]([F:44])([F:43])[F:42])[CH:25]=3)[CH3:23])[CH2:12][CH2:11][N:10](C(OC(C)(C)C)=O)[CH2:9][CH2:8]2)[CH:6]=[CH:5][CH:4]=[CH:3][CH:2]=1, predict the reaction product. The product is: [C:1]1([C:7]2([CH2:20][O:21][CH:22]([C:24]3[CH:25]=[C:26]([C:41]([F:42])([F:44])[F:43])[CH:27]=[C:28]4[C:32]=3[NH:31][N:30]=[CH:29]4)[CH3:23])[CH2:12][CH2:11][NH:10][CH2:9][CH2:8]2)[CH:6]=[CH:5][CH:4]=[CH:3][CH:2]=1. (2) Given the reactants C[C:2]1[CH:7]=[CH:6]C=C[C:3]=1[S:8]([N:11]1[C:19]2[C:14](=[C:15]([CH:20]=[CH2:21])[CH:16]=[CH:17][CH:18]=2)[CH:13]=[CH:12]1)(=[O:10])=[O:9].BrC1C=CC=C2C=1C=CN2[S:32](C1SC=CC=1)(=O)=O.C([Sn](CCCC)(CCCC)C=C)CCC, predict the reaction product. The product is: [S:32]1[CH:6]=[CH:7][CH:2]=[C:3]1[S:8]([N:11]1[C:19]2[C:14](=[C:15]([CH:20]=[CH2:21])[CH:16]=[CH:17][CH:18]=2)[CH:13]=[CH:12]1)(=[O:10])=[O:9]. (3) Given the reactants Cl.[F:2][C:3]([F:34])([F:33])[O:4][C:5]1[CH:10]=[CH:9][CH:8]=[CH:7][C:6]=1[CH2:11][CH2:12][NH:13][CH2:14][CH2:15][CH2:16][CH2:17][C:18]([C:20]1[CH:21]=[C:22]([S:29]([NH2:32])(=[O:31])=[O:30])[C:23]2[O:27][CH2:26][CH2:25][C:24]=2[CH:28]=1)=[O:19].[BrH:35], predict the reaction product. The product is: [BrH:35].[F:34][C:3]([F:2])([F:33])[O:4][C:5]1[CH:10]=[CH:9][CH:8]=[CH:7][C:6]=1[CH2:11][CH2:12][NH:13][CH2:14][CH2:15][CH2:16][CH2:17][C:18]([C:20]1[CH:21]=[C:22]([S:29]([NH2:32])(=[O:30])=[O:31])[C:23]2[O:27][CH2:26][CH2:25][C:24]=2[CH:28]=1)=[O:19]. (4) Given the reactants [CH2:1]([C:8]1[CH:13]=[CH:12][C:11]([NH:14][CH2:15][C:16]2[CH:17]=[N:18][CH:19]=[CH:20][CH:21]=2)=[CH:10][CH:9]=1)[C:2]1[CH:7]=[CH:6][CH:5]=[CH:4][CH:3]=1.N1C=CC=CC=1.[F:28][C:29]([F:36])([F:35])[CH2:30][S:31](Cl)(=[O:33])=[O:32].C([O-])([O-])=O.[K+].[K+], predict the reaction product. The product is: [CH2:1]([C:8]1[CH:13]=[CH:12][C:11]([N:14]([CH2:15][C:16]2[CH:17]=[N:18][CH:19]=[CH:20][CH:21]=2)[S:31]([CH2:30][C:29]([F:36])([F:35])[F:28])(=[O:33])=[O:32])=[CH:10][CH:9]=1)[C:2]1[CH:3]=[CH:4][CH:5]=[CH:6][CH:7]=1. (5) Given the reactants [CH3:1][S:2][C:3]1[CH:8]=[CH:7][C:6]([OH:9])=[CH:5][CH:4]=1.F[C:11]1[CH:18]=[CH:17][C:14]([C:15]#[N:16])=[CH:13][CH:12]=1.C(=O)([O-])[O-].[Cs+].[Cs+], predict the reaction product. The product is: [CH3:1][S:2][C:3]1[CH:8]=[CH:7][C:6]([O:9][C:11]2[CH:18]=[CH:17][C:14]([C:15]#[N:16])=[CH:13][CH:12]=2)=[CH:5][CH:4]=1. (6) Given the reactants Br[CH2:2][CH2:3][N:4]1[CH:12]=[C:11]2[C:6]([CH2:7][CH2:8][C:9]3[C:15]4=[C:16]([NH:20][C:21]5[CH:26]=[CH:25][C:24]([F:27])=[C:23]([Cl:28])[CH:22]=5)[N:17]=[CH:18][N:19]=[C:14]4[S:13][C:10]=32)=[N:5]1.[CH3:29][N:30]1[CH2:35][CH2:34][NH:33][CH2:32][CH2:31]1.[I-].[Na+].C(=O)([O-])[O-].[Na+].[Na+], predict the reaction product. The product is: [Cl:28][C:23]1[CH:22]=[C:21]([NH:20][C:16]2[N:17]=[CH:18][N:19]=[C:14]3[S:13][C:10]4[C:11]5[C:6]([CH2:7][CH2:8][C:9]=4[C:15]=23)=[N:5][N:4]([CH2:3][CH2:2][N:33]2[CH2:34][CH2:35][N:30]([CH3:29])[CH2:31][CH2:32]2)[CH:12]=5)[CH:26]=[CH:25][C:24]=1[F:27]. (7) Given the reactants [C:1]([C:4]1[CH:5]=[C:6]([NH:10][CH:11]([C:15]2[CH:20]=[CH:19][C:18]([O:21][CH3:22])=[C:17]([O:23][CH3:24])[CH:16]=2)[C:12]([OH:14])=[O:13])[CH:7]=[CH:8][CH:9]=1)(=[O:3])[NH2:2].NC1C=C(C=CC=1[F:35])C(N)=O.COC1C=C(B(O)O)C=CC=1OC.O.C(O)(=O)C=O, predict the reaction product. The product is: [C:1]([C:4]1[CH:9]=[CH:8][C:7]([F:35])=[C:6]([NH:10][CH:11]([C:15]2[CH:20]=[CH:19][C:18]([O:21][CH3:22])=[C:17]([O:23][CH3:24])[CH:16]=2)[C:12]([OH:14])=[O:13])[CH:5]=1)(=[O:3])[NH2:2].